This data is from Forward reaction prediction with 1.9M reactions from USPTO patents (1976-2016). The task is: Predict the product of the given reaction. (1) Given the reactants C([O:8][CH2:9][CH2:10][CH2:11][C:12]1[O:13][C:14]([CH3:17])=[CH:15][N:16]=1)C1C=CC=CC=1, predict the reaction product. The product is: [CH3:17][C:14]1[O:13][C:12]([CH2:11][CH2:10][CH2:9][OH:8])=[N:16][CH:15]=1. (2) Given the reactants [CH3:1][O:2][C:3]1[CH:8]=[CH:7][C:6]([CH2:9][CH2:10][OH:11])=[CH:5][CH:4]=1.Cl[C:13]1[CH:23]=[C:17]2[N:18]([CH3:22])[CH2:19][CH2:20][CH2:21][N:16]2[C:15](=[O:24])[N:14]=1.[H-].[Na+], predict the reaction product. The product is: [CH3:1][O:2][C:3]1[CH:8]=[CH:7][C:6]([CH2:9][CH2:10][O:11][C:13]2[CH:23]=[C:17]3[N:18]([CH3:22])[CH2:19][CH2:20][CH2:21][N:16]3[C:15](=[O:24])[N:14]=2)=[CH:5][CH:4]=1. (3) Given the reactants [CH:1](=O)[C:2]1[C:3](=[CH:5][CH:6]=[CH:7][CH:8]=1)[OH:4].[CH3:10][NH:11][CH3:12].[S:13]1[CH2:19][C:17](=[O:18])[NH:16][C:14]1=S, predict the reaction product. The product is: [CH3:10][N:11]([CH3:12])[C:14]1[S:13]/[C:19](=[CH:1]\[C:2]2[CH:8]=[CH:7][CH:6]=[CH:5][C:3]=2[OH:4])/[C:17](=[O:18])[N:16]=1. (4) Given the reactants [CH3:1][N:2]([CH3:29])[C:3]1([C:23]2[CH:28]=[CH:27][CH:26]=[CH:25][CH:24]=2)[CH2:8][CH2:7][C:6]([C:9]2[NH:10][C:11]3[C:16]([C:17]=2[CH2:18][CH2:19][CH2:20][CH2:21][OH:22])=[CH:15][CH:14]=[CH:13][CH:12]=3)=[CH:5][CH2:4]1, predict the reaction product. The product is: [CH3:29][N:2]([CH3:1])[C:3]1([C:23]2[CH:28]=[CH:27][CH:26]=[CH:25][CH:24]=2)[CH2:8][CH2:7][CH:6]([C:9]2[NH:10][C:11]3[C:16]([C:17]=2[CH2:18][CH2:19][CH2:20][CH2:21][OH:22])=[CH:15][CH:14]=[CH:13][CH:12]=3)[CH2:5][CH2:4]1. (5) Given the reactants [NH2:1][C:2]1[CH:7]=[C:6]([Br:8])[CH:5]=[CH:4][N:3]=1.[CH2:9]([N:11]=[C:12]=[S:13])C.C(=O)([O-])[O-:15].[O:18]1CCO[CH2:20][CH2:19]1, predict the reaction product. The product is: [CH2:19]([O:18][C:9](=[O:15])[NH:11][C:12](=[S:13])[NH:1][C:2]1[CH:7]=[C:6]([Br:8])[CH:5]=[CH:4][N:3]=1)[CH3:20].